This data is from Full USPTO retrosynthesis dataset with 1.9M reactions from patents (1976-2016). The task is: Predict the reactants needed to synthesize the given product. Given the product [CH3:1][N:2]([CH3:32])[C:3]([C:5]1[N:26]([CH:27]2[CH2:31][CH2:30][CH2:29][CH2:28]2)[C:8]2[N:9]=[C:10]([NH:13][C:14]3[CH:19]=[CH:18][C:17]([N:20]4[CH2:21][CH2:22][N:23]([CH:34]([CH3:36])[CH3:33])[CH2:24][CH2:25]4)=[CH:16][N:15]=3)[N:11]=[CH:12][C:7]=2[CH:6]=1)=[O:4], predict the reactants needed to synthesize it. The reactants are: [CH3:1][N:2]([CH3:32])[C:3]([C:5]1[N:26]([CH:27]2[CH2:31][CH2:30][CH2:29][CH2:28]2)[C:8]2[N:9]=[C:10]([NH:13][C:14]3[CH:19]=[CH:18][C:17]([N:20]4[CH2:25][CH2:24][NH:23][CH2:22][CH2:21]4)=[CH:16][N:15]=3)[N:11]=[CH:12][C:7]=2[CH:6]=1)=[O:4].[CH3:33][C:34]([CH3:36])=O.[BH-](OC(C)=O)(OC(C)=O)OC(C)=O.[Na+].